Task: Predict the product of the given reaction.. Dataset: Forward reaction prediction with 1.9M reactions from USPTO patents (1976-2016) (1) Given the reactants [C:1]([O:5][C:6](=[O:34])[CH2:7][CH2:8][C@@H:9]([CH:28]1[CH2:33][CH2:32][CH2:31][CH2:30][CH2:29]1)[NH:10][CH2:11][C:12]1[C:17]([N+:18]([O-])=O)=[CH:16][N:15]=[C:14]([O:21][C:22]2[CH:27]=[CH:26][CH:25]=[CH:24][CH:23]=2)[CH:13]=1)([CH3:4])([CH3:3])[CH3:2], predict the reaction product. The product is: [C:1]([O:5][C:6](=[O:34])[CH2:7][CH2:8][C@H:9]([NH:10][CH2:11][C:12]1[C:17]([NH2:18])=[CH:16][N:15]=[C:14]([O:21][C:22]2[CH:27]=[CH:26][CH:25]=[CH:24][CH:23]=2)[CH:13]=1)[CH:28]1[CH2:33][CH2:32][CH2:31][CH2:30][CH2:29]1)([CH3:4])([CH3:2])[CH3:3]. (2) Given the reactants Cl[CH:2]([C:7]1[CH:8]=[C:9]([C:13]2[CH:14]=[N:15][N:16]([CH3:18])[CH:17]=2)[O:10][C:11]=1[CH3:12])[CH2:3][CH:4]([CH3:6])[CH3:5].[NH2:19][C:20]1[CH:29]=[CH:28][C:23]([C:24]([O:26]C)=[O:25])=[CH:22][CH:21]=1.C(=O)([O-])[O-].[Na+].[Na+].[I-].[Na+], predict the reaction product. The product is: [CH3:18][N:16]1[CH:17]=[C:13]([C:9]2[O:10][C:11]([CH3:12])=[C:7]([CH:2]([NH:19][C:20]3[CH:29]=[CH:28][C:23]([C:24]([OH:26])=[O:25])=[CH:22][CH:21]=3)[CH2:3][CH:4]([CH3:6])[CH3:5])[CH:8]=2)[CH:14]=[N:15]1. (3) Given the reactants [NH2:1][C:2]([NH:4][C:5]1[NH:6][C:7]([C:13]2[CH:18]=[CH:17][C:16](Br)=[CH:15][CH:14]=2)=[CH:8][C:9]=1[C:10]([NH2:12])=[O:11])=[O:3].C(=O)([O-])O.[Na+].[CH:25](B1OC(C)(C)C(C)(C)O1)=[CH2:26].O, predict the reaction product. The product is: [NH2:1][C:2]([NH:4][C:5]1[NH:6][C:7]([C:13]2[CH:18]=[CH:17][C:16]([CH:25]=[CH2:26])=[CH:15][CH:14]=2)=[CH:8][C:9]=1[C:10]([NH2:12])=[O:11])=[O:3]. (4) Given the reactants CC1(C)CCCC(C)(C)N1.C([Li])CCC.[F:16][C:17]1[C:22]([CH2:23][C:24]([CH3:27])([CH3:26])[CH3:25])=[CH:21][CH:20]=[C:19]([F:28])[N:18]=1.[Si:29]([O:36][C:37]1([CH2:41]/[CH:42]=[N:43]/[S@@:44]([C:46]([CH3:49])([CH3:48])[CH3:47])=[O:45])[CH2:40][CH2:39][CH2:38]1)([C:32]([CH3:35])([CH3:34])[CH3:33])([CH3:31])[CH3:30].N#N, predict the reaction product. The product is: [Si:29]([O:36][C:37]1([CH2:41][C@H:42]([NH:43][S:44]([C:46]([CH3:49])([CH3:48])[CH3:47])=[O:45])[C:20]2[C:19]([F:28])=[N:18][C:17]([F:16])=[C:22]([CH2:23][C:24]([CH3:25])([CH3:27])[CH3:26])[CH:21]=2)[CH2:40][CH2:39][CH2:38]1)([C:32]([CH3:34])([CH3:35])[CH3:33])([CH3:31])[CH3:30]. (5) The product is: [CH2:31]([O:30][C:28]([C:27]1[N:2]=[C:1]([C@@H:4]2[CH2:9][N:8]3[CH2:10][CH2:11][CH2:12][C@H:7]3[CH2:6][N:5]2[C:13]([O:15][C:16]([CH3:19])([CH3:18])[CH3:17])=[O:14])[S:3][CH:26]=1)=[O:29])[CH3:32]. Given the reactants [C:1]([C@@H:4]1[CH2:9][N:8]2[CH2:10][CH2:11][CH2:12][C@H:7]2[CH2:6][N:5]1[C:13]([O:15][C:16]([CH3:19])([CH3:18])[CH3:17])=[O:14])(=[S:3])[NH2:2].C(=O)([O-])O.[K+].Br[CH2:26][C:27](=O)[C:28]([O:30][CH2:31][CH3:32])=[O:29].FC(F)(F)C(OC(=O)C(F)(F)F)=O.CC1C=C(C)C=C(C)N=1, predict the reaction product. (6) Given the reactants [F:1][C:2]1[CH:7]=[C:6]([F:8])[CH:5]=[CH:4][C:3]=1[C:9]1[C:14]([C:15]([O:17][CH2:18][CH3:19])=[O:16])=[CH:13][CH:12]=[CH:11][N+:10]=1[O-].P(Cl)(Cl)([Cl:23])=O, predict the reaction product. The product is: [Cl:23][C:11]1[CH:12]=[CH:13][C:14]([C:15]([O:17][CH2:18][CH3:19])=[O:16])=[C:9]([C:3]2[CH:4]=[CH:5][C:6]([F:8])=[CH:7][C:2]=2[F:1])[N:10]=1. (7) Given the reactants [C:1]1([OH:11])[C:10]2[C:5](=[CH:6][CH:7]=[CH:8][CH:9]=2)[CH:4]=[CH:3][CH:2]=1.[Br:12][CH:13](C(Br)C)[CH3:14].[C:18](#N)[CH3:19], predict the reaction product. The product is: [Br:12][CH2:13][CH2:14][CH2:18][CH2:19][O:11][C:1]1[C:10]2[C:5](=[CH:6][CH:7]=[CH:8][CH:9]=2)[CH:4]=[CH:3][CH:2]=1.